Dataset: Forward reaction prediction with 1.9M reactions from USPTO patents (1976-2016). Task: Predict the product of the given reaction. (1) Given the reactants [O:1]=[C:2]1[CH2:7][N:6]([C:8]([O:10][C:11]([CH3:14])([CH3:13])[CH3:12])=[O:9])[C@H:5]([C:15]2[CH:20]=[CH:19][CH:18]=[CH:17][CH:16]=2)[C@H:4]([C:21]2[CH:26]=[CH:25][CH:24]=[CH:23][CH:22]=2)[O:3]1.I[CH2:28][CH2:29][CH2:30][CH2:31][B:32]1[O:36][C:35]([CH3:38])([CH3:37])[C:34]([CH3:40])([CH3:39])[O:33]1.C[Si]([N-][Si](C)(C)C)(C)C.[Na+], predict the reaction product. The product is: [O:1]=[C:2]1[O:3][C@@H:4]([C:21]2[CH:22]=[CH:23][CH:24]=[CH:25][CH:26]=2)[C@@H:5]([C:15]2[CH:16]=[CH:17][CH:18]=[CH:19][CH:20]=2)[N:6]([C:8]([O:10][C:11]([CH3:14])([CH3:13])[CH3:12])=[O:9])[C@@H:7]1[CH2:28][CH2:29][CH2:30][CH2:31][B:32]1[O:36][C:35]([CH3:38])([CH3:37])[C:34]([CH3:39])([CH3:40])[O:33]1. (2) Given the reactants [Cl:1][C:2]1[N:3]=[C:4]([C:9]([NH:11][C:12]2[CH:17]=[CH:16][C:15]([C:18]3[O:19][CH:20]=[C:21]([C:23]([O:25]C)=[O:24])[N:22]=3)=[CH:14][C:13]=2[CH3:27])=[O:10])[NH:5][C:6]=1[CH2:7][CH3:8].[OH-].[Li+].[CH3:30]O, predict the reaction product. The product is: [Cl:1][C:2]1[N:3]=[C:4]([C:9]([NH:11][C:12]2[CH:17]=[CH:16][C:15]([C:18]3[O:19][C:20]([CH3:30])=[C:21]([C:23]([OH:25])=[O:24])[N:22]=3)=[CH:14][C:13]=2[CH3:27])=[O:10])[NH:5][C:6]=1[CH2:7][CH3:8]. (3) Given the reactants [N+:1]([C:4]1[CH:5]=[C:6]([OH:10])[CH:7]=[CH:8][CH:9]=1)([O-:3])=[O:2].[Br:11][CH2:12][CH2:13][CH2:14]Br.C([O-])([O-])=O.[Cs+].[Cs+], predict the reaction product. The product is: [N+:1]([C:4]1[CH:5]=[C:6]([O:10][CH2:14][CH2:13][CH2:12][Br:11])[CH:7]=[CH:8][CH:9]=1)([O-:3])=[O:2]. (4) Given the reactants [NH2:1][C:2]1[CH:7]=[CH:6][C:5]([CH2:8][C:9]([OH:11])=[O:10])=[CH:4][CH:3]=1.[N:12]([O-])=O.[Na+].[Cl:16][Sn]Cl, predict the reaction product. The product is: [ClH:16].[NH:1]([C:2]1[CH:3]=[CH:4][C:5]([CH2:8][C:9]([OH:11])=[O:10])=[CH:6][CH:7]=1)[NH2:12]. (5) Given the reactants Cl[C:2]1[CH:3]=[C:4]([CH:8]=[CH:9][CH:10]=1)[C:5]([OH:7])=[O:6].[CH:11]([C:13]1[CH:18]=[CH:17][CH:16]=[CH:15][C:14]=1B(O)O)=[O:12].C([O-])([O-])=O.[K+].[K+], predict the reaction product. The product is: [OH2:6].[CH:11]([C:13]1[CH:18]=[CH:17][CH:16]=[CH:15][C:14]=1[C:2]1[CH:10]=[CH:9][CH:8]=[C:4]([C:5]([OH:7])=[O:6])[CH:3]=1)=[O:12]. (6) Given the reactants Br[C:2]1[C:3]([CH3:19])=[C:4]2[C:8](=[CH:9][CH:10]=1)[CH:7]([O:11][Si:12]([C:15]([CH3:18])([CH3:17])[CH3:16])([CH3:14])[CH3:13])[O:6][CH2:5]2.[Li+].CCC[CH2-].[CH3:25][C:26]([N:30]1[CH2:40][CH2:39][C:33]2([C:37](=[O:38])[NH:36][CH2:35][CH2:34]2)[CH2:32][CH2:31]1)([CH3:29])[CH:27]=[O:28], predict the reaction product. The product is: [Si:12]([O:11][CH:7]1[C:8]2[C:4](=[C:3]([CH3:19])[C:2]([CH:27]([OH:28])[C:26]([N:30]3[CH2:40][CH2:39][C:33]4([C:37](=[O:38])[NH:36][CH2:35][CH2:34]4)[CH2:32][CH2:31]3)([CH3:29])[CH3:25])=[CH:10][CH:9]=2)[CH2:5][O:6]1)([C:15]([CH3:18])([CH3:17])[CH3:16])([CH3:14])[CH3:13]. (7) Given the reactants [F:1][C:2]([F:17])([F:16])[C:3]1[CH:15]=[CH:14][CH:13]=[CH:12][C:4]=1[O:5]C1CCCCO1.CN(C)CCN(C)C.CN(C)[CH:28]=[O:29].O, predict the reaction product. The product is: [OH:5][C:4]1[C:3]([C:2]([F:1])([F:16])[F:17])=[CH:15][CH:14]=[CH:13][C:12]=1[CH:28]=[O:29].